Dataset: TCR-epitope binding with 47,182 pairs between 192 epitopes and 23,139 TCRs. Task: Binary Classification. Given a T-cell receptor sequence (or CDR3 region) and an epitope sequence, predict whether binding occurs between them. (1) The epitope is RLRPGGKKR. The TCR CDR3 sequence is CASSSPWETQYF. Result: 0 (the TCR does not bind to the epitope). (2) The epitope is HTTDPSFLGRY. The TCR CDR3 sequence is CATSDEQPGTLIDNEQFF. Result: 1 (the TCR binds to the epitope).